The task is: Predict the product of the given reaction.. This data is from Forward reaction prediction with 1.9M reactions from USPTO patents (1976-2016). Given the reactants [NH2:1][C:2]([NH:4][C:5]1[O:9][C:8]([C@@H:10]([NH:15]C(=O)OC(C)(C)C)[C:11]([CH3:14])([CH3:13])[CH3:12])=[N:7][N:6]=1)=[O:3].[ClH:23], predict the reaction product. The product is: [ClH:23].[NH2:15][C@H:10]([C:8]1[O:9][C:5]([NH:4][C:2]([NH2:1])=[O:3])=[N:6][N:7]=1)[C:11]([CH3:13])([CH3:14])[CH3:12].